From a dataset of Full USPTO retrosynthesis dataset with 1.9M reactions from patents (1976-2016). Predict the reactants needed to synthesize the given product. (1) Given the product [Cl:1][C:2]1[CH:3]=[CH:4][C:5]([O:20][C:21]2[CH:26]=[C:25]([F:27])[C:24]([S:28](=[O:46])(=[O:47])[N:29]([CH2:35][C:36]3[CH:41]=[CH:40][C:39]([O:42][CH3:43])=[CH:38][C:37]=3[O:44][CH3:45])[C:30]3[S:31][CH:32]=[CH:33][N:34]=3)=[CH:23][C:22]=2[Cl:48])=[C:6]([CH2:8][CH2:9][CH2:10][N:11]([CH2:17][C:18]#[CH:19])[CH2:12][C:13]([OH:15])=[O:14])[CH:7]=1, predict the reactants needed to synthesize it. The reactants are: [Cl:1][C:2]1[CH:3]=[CH:4][C:5]([O:20][C:21]2[CH:26]=[C:25]([F:27])[C:24]([S:28](=[O:47])(=[O:46])[N:29]([CH2:35][C:36]3[CH:41]=[CH:40][C:39]([O:42][CH3:43])=[CH:38][C:37]=3[O:44][CH3:45])[C:30]3[S:31][CH:32]=[CH:33][N:34]=3)=[CH:23][C:22]=2[Cl:48])=[C:6]([CH2:8][CH2:9][CH2:10][N:11]([CH2:17][C:18]#[CH:19])[CH2:12][C:13]([O:15]C)=[O:14])[CH:7]=1.O.[OH-].[Li+].O.Cl. (2) Given the product [Cl:17][C:18]1[C:19]([NH:26][C@@H:27]2[CH2:32][CH2:31][CH2:30][N:29]([C:33]([O:35][C:36]([CH3:39])([CH3:38])[CH3:37])=[O:34])[CH2:28]2)=[N:20][CH:21]=[C:22](/[CH:24]=[C:7](\[F:13])/[C:8]([O:10][CH2:11][CH3:12])=[O:9])[CH:23]=1, predict the reactants needed to synthesize it. The reactants are: COP([CH:7]([F:13])[C:8]([O:10][CH2:11][CH3:12])=[O:9])(OC)=O.[Mg+2].[Br-].[Br-].[Cl:17][C:18]1[C:19]([NH:26][C@@H:27]2[CH2:32][CH2:31][CH2:30][N:29]([C:33]([O:35][C:36]([CH3:39])([CH3:38])[CH3:37])=[O:34])[CH2:28]2)=[N:20][CH:21]=[C:22]([CH:24]=O)[CH:23]=1.Cl. (3) Given the product [CH2:26]([NH:29][CH:2]1[CH2:11][C:10]2[CH:9]=[C:8]([C:12]#[N:13])[CH:7]=[CH:6][C:5]=2[CH2:4][CH2:3]1)[CH:27]=[CH2:28], predict the reactants needed to synthesize it. The reactants are: O=[C:2]1[CH2:11][C:10]2[CH:9]=[C:8]([C:12]#[N:13])[CH:7]=[CH:6][C:5]=2[CH2:4][CH2:3]1.BrC1C=C2C(CCC(=O)C2)=CC=1.[CH2:26]([NH2:29])[CH:27]=[CH2:28].[BH-](OC(C)=O)(OC(C)=O)OC(C)=O.[Na+]. (4) Given the product [NH2:1][C:2]1[C:3]([C:9]([NH:11][C:12]2[CH:17]=[CH:16][CH:15]=[CH:14][CH:13]=2)=[O:10])=[N:4][C:5]([N:26]2[CH2:25][CH2:24][N:23]([S:20]([CH2:18][CH3:19])(=[O:21])=[O:22])[CH2:28][CH2:27]2)=[CH:6][N:7]=1, predict the reactants needed to synthesize it. The reactants are: [NH2:1][C:2]1[C:3]([C:9]([NH:11][C:12]2[CH:17]=[CH:16][CH:15]=[CH:14][CH:13]=2)=[O:10])=[N:4][C:5](Br)=[CH:6][N:7]=1.[CH2:18]([S:20]([N:23]1[CH2:28][CH2:27][NH:26][CH2:25][CH2:24]1)(=[O:22])=[O:21])[CH3:19]. (5) Given the product [C:1]1([C:7]2([CH3:11])[O:12][C:16]([C:15]([OH:23])=[O:14])=[CH:9][C:8]2=[O:10])[CH2:6][CH2:5][CH2:4][CH2:3][CH:2]=1, predict the reactants needed to synthesize it. The reactants are: [C:1]1([C:7]([OH:12])([CH3:11])[C:8](=[O:10])[CH3:9])[CH2:6][CH2:5][CH2:4][CH2:3][CH:2]=1.C[O:14][C:15](=[O:23])[C:16](OC)(OC)OC.[H-].[Na+]. (6) Given the product [CH2:1]([O:3][C:4](=[O:33])[CH2:5][O:6][C:7]1[CH:12]=[CH:11][C:10]([S:13][C:14]2[CH:19]=[C:18]([O:20][C:21]3[C:26]([C:27]([F:30])([F:29])[F:28])=[CH:25][CH:24]=[CH:23][N:22]=3)[CH:17]=[C:16]([C:36]#[C:35][CH2:34][N:37]3[CH2:42][CH2:41][O:40][CH2:39][CH2:38]3)[CH:15]=2)=[CH:9][C:8]=1[CH3:32])[CH3:2], predict the reactants needed to synthesize it. The reactants are: [CH2:1]([O:3][C:4](=[O:33])[CH2:5][O:6][C:7]1[CH:12]=[CH:11][C:10]([S:13][C:14]2[CH:19]=[C:18]([O:20][C:21]3[C:26]([C:27]([F:30])([F:29])[F:28])=[CH:25][CH:24]=[CH:23][N:22]=3)[CH:17]=[C:16](Br)[CH:15]=2)=[CH:9][C:8]=1[CH3:32])[CH3:2].[CH2:34]([N:37]1[CH2:42][CH2:41][O:40][CH2:39][CH2:38]1)[C:35]#[CH:36].C(OC(=O)COC1C=CC(SC2C=C(C#CC3C=CC(CO)=CC=3)C=C(OCCC3C=CC(Cl)=CC=3)C=2)=CC=1C)C. (7) Given the product [F:1][C:2]1[CH:3]=[C:4]([N:16]2[CH2:20][C@H:19]([CH2:21][O:22][C:23]3[CH:27]=[CH:26][O:25][N:24]=3)[O:18][C:17]2=[O:28])[CH:5]=[CH:6][C:7]=1[N:8]1[CH:12]=[C:11]([C:13]#[N:14])[N:10]=[CH:9]1, predict the reactants needed to synthesize it. The reactants are: [F:1][C:2]1[CH:3]=[C:4]([N:16]2[CH2:20][C@H:19]([CH2:21][O:22][C:23]3[CH:27]=[CH:26][O:25][N:24]=3)[O:18][C:17]2=[O:28])[CH:5]=[CH:6][C:7]=1[N:8]1[CH:12]=[C:11]([CH:13]=[N:14]O)[N:10]=[CH:9]1.C(OC(=O)C)(=O)C.